This data is from Reaction yield outcomes from USPTO patents with 853,638 reactions. The task is: Predict the reaction yield, written as a fraction of the theoretical maximum amount of product (1.0 means a 100% yield; for example, 0.34 means a 34% yield). (1) The reactants are [I:1][C:2]1[CH:3]=[CH:4][C:5]2[CH:19]3[CH2:20][CH:17]([CH2:18]3)[C:8]3[NH:9][C:10]([C:12]([O:14][CH2:15][CH3:16])=[O:13])=[N:11][C:7]=3[C:6]=2[CH:21]=1.C(=O)([O-])[O-].[K+].[K+].[I-].[Na+].Cl[CH2:31][C:32]1[C:40]2[C:35](=[CH:36][CH:37]=[CH:38][CH:39]=2)[N:34]([CH3:41])[N:33]=1. The catalyst is CN(C)C=O. The product is [I:1][C:2]1[CH:3]=[CH:4][C:5]2[CH:19]3[CH2:18][CH:17]([CH2:20]3)[C:8]3[N:9]([CH2:31][C:32]4[C:40]5[C:35](=[CH:36][CH:37]=[CH:38][CH:39]=5)[N:34]([CH3:41])[N:33]=4)[C:10]([C:12]([O:14][CH2:15][CH3:16])=[O:13])=[N:11][C:7]=3[C:6]=2[CH:21]=1. The yield is 0.970. (2) The reactants are [NH2:1][C:2]1[CH:9]=[CH:8][C:7]([CH3:10])=[CH:6][C:3]=1[C:4]#[N:5].C([O-])([O-])=O.[Na+].[Na+].Cl[C:18]([O:20][CH3:21])=[O:19]. No catalyst specified. The product is [C:4]([C:3]1[CH:6]=[C:7]([CH3:10])[CH:8]=[CH:9][C:2]=1[NH:1][C:18](=[O:19])[O:20][CH3:21])#[N:5]. The yield is 0.520. (3) The reactants are [N+:1]([C:4]1[CH:12]=[C:11]2[C:7]([C:8]([CH2:13][C:14]#[N:15])=[CH:9][NH:10]2)=[CH:6][CH:5]=1)([O-:3])=[O:2].[CH3:16][C:17]([O:20][C:21](O[C:21]([O:20][C:17]([CH3:19])([CH3:18])[CH3:16])=[O:22])=[O:22])([CH3:19])[CH3:18].CCN(CC)CC. The catalyst is C1COCC1. The product is [C:17]([O:20][C:21](=[O:22])[NH:15][CH2:14][CH2:13][C:8]1[C:7]2[C:11](=[CH:12][C:4]([N+:1]([O-:3])=[O:2])=[CH:5][CH:6]=2)[NH:10][CH:9]=1)([CH3:19])([CH3:18])[CH3:16]. The yield is 0.380. (4) The yield is 0.890. The product is [C:14]1([C:8]2([N:7]3[CH2:2][CH2:3][CH2:4][C:5]3=[O:6])[CH2:13][CH2:12][CH2:11][CH2:10][CH2:9]2)[CH:19]=[CH:18][CH:17]=[CH:16][CH:15]=1. The reactants are Cl[CH2:2][CH2:3][CH2:4][C:5]([NH:7][C:8]1([C:14]2[CH:19]=[CH:18][CH:17]=[CH:16][CH:15]=2)[CH2:13][CH2:12][CH2:11][CH2:10][CH2:9]1)=[O:6].[H-].[Na+]. The catalyst is C1COCC1. (5) The catalyst is C(Cl)Cl.C(#N)C.CO.O. The reactants are Cl.[NH2:2][CH2:3][C@H:4]1[CH2:9][CH2:8][C@H:7]([CH2:10][NH:11][C:12]([C:14]2[C:23]3[C:18](=[CH:19][CH:20]=[CH:21][CH:22]=3)[N:17]=[C:16]([C:24]3[CH:29]=[CH:28][N:27]=[CH:26][CH:25]=3)[CH:15]=2)=[O:13])[CH2:6][CH2:5]1.[C:30]([N:34]=[C:35]=[O:36])([CH3:33])([CH3:32])[CH3:31]. The product is [C:30]([NH:34][C:35]([NH:2][CH2:3][C@H:4]1[CH2:9][CH2:8][C@H:7]([CH2:10][NH:11][C:12]([C:14]2[C:23]3[C:18](=[CH:19][CH:20]=[CH:21][CH:22]=3)[N:17]=[C:16]([C:24]3[CH:25]=[CH:26][N:27]=[CH:28][CH:29]=3)[CH:15]=2)=[O:13])[CH2:6][CH2:5]1)=[O:36])([CH3:33])([CH3:32])[CH3:31]. The yield is 0.230. (6) The reactants are Br[C:2]1[S:6][C:5]([CH:7]=[O:8])=[CH:4][CH:3]=1.[CH3:9][O:10][C:11]([C:13]1[CH:18]=[CH:17][C:16](B(O)O)=[CH:15][CH:14]=1)=[O:12].[F-].[K+].C(P(C(C)(C)C)C(C)(C)C)(C)(C)C.CCCCCC. The catalyst is [Pd].[Pd].C(=CC(C=CC1C=CC=CC=1)=O)C1C=CC=CC=1.C(=CC(C=CC1C=CC=CC=1)=O)C1C=CC=CC=1.C(=CC(C=CC1C=CC=CC=1)=O)C1C=CC=CC=1. The product is [CH3:9][O:10][C:11](=[O:12])[C:13]1[CH:18]=[CH:17][C:16]([C:2]2[S:6][C:5]([CH:7]=[O:8])=[CH:4][CH:3]=2)=[CH:15][CH:14]=1. The yield is 0.400.